From a dataset of Full USPTO retrosynthesis dataset with 1.9M reactions from patents (1976-2016). Predict the reactants needed to synthesize the given product. (1) Given the product [CH:1]1([CH2:4][O:5][NH:6][C:7]([C:9]2[C:17]([NH:18][C:19]3[CH:24]=[CH:23][C:22]([C:25]#[CH:26])=[CH:21][C:20]=3[CH3:31])=[C:16]([F:32])[C:12]3[N:13]=[CH:14][NH:15][C:11]=3[CH:10]=2)=[O:8])[CH2:3][CH2:2]1, predict the reactants needed to synthesize it. The reactants are: [CH:1]1([CH2:4][O:5][NH:6][C:7]([C:9]2[C:17]([NH:18][C:19]3[CH:24]=[CH:23][C:22]([C:25]#[C:26][Si](C)(C)C)=[CH:21][C:20]=3[CH3:31])=[C:16]([F:32])[C:12]3[N:13]=[CH:14][NH:15][C:11]=3[CH:10]=2)=[O:8])[CH2:3][CH2:2]1.CCCC[N+](CCCC)(CCCC)CCCC.[F-]. (2) Given the product [F:22][C:18]1[CH:17]=[C:16]([CH:21]=[CH:20][CH:19]=1)[O:15][C:5]([CH3:14])([CH2:6][C:7]1[CH:8]=[CH:9][C:10]([O:13][CH2:36][CH2:35][C:26]2[N:27]=[C:28]([C:30]3[S:31][CH:32]=[CH:33][CH:34]=3)[O:29][C:25]=2[CH3:24])=[CH:11][CH:12]=1)[C:4]([OH:3])=[O:23], predict the reactants needed to synthesize it. The reactants are: C([O:3][C:4](=[O:23])[C:5]([O:15][C:16]1[CH:21]=[CH:20][CH:19]=[C:18]([F:22])[CH:17]=1)([CH3:14])[CH2:6][C:7]1[CH:12]=[CH:11][C:10]([OH:13])=[CH:9][CH:8]=1)C.[CH3:24][C:25]1[O:29][C:28]([C:30]2[S:31][CH:32]=[CH:33][CH:34]=2)=[N:27][C:26]=1[CH2:35][CH2:36]OS(C1C=CC(C)=CC=1)(=O)=O. (3) Given the product [C:36]([CH:27]([NH:26][C:22]([C:12]1[CH:13]=[C:14]2[C:9](=[CH:10][CH:11]=1)[NH:8][C:7]([C:1]1[CH:6]=[CH:5][CH:4]=[CH:3][CH:2]=1)=[C:15]2[C:16]1[CH:21]=[CH:20][CH:19]=[CH:18][CH:17]=1)=[O:23])[CH2:28][CH2:29][C:30]1[CH:31]=[CH:32][CH:33]=[CH:34][CH:35]=1)(=[O:37])[NH2:38], predict the reactants needed to synthesize it. The reactants are: [C:1]1([C:7]2[NH:8][C:9]3[C:14]([C:15]=2[C:16]2[CH:21]=[CH:20][CH:19]=[CH:18][CH:17]=2)=[CH:13][C:12]([C:22](O)=[O:23])=[CH:11][CH:10]=3)[CH:6]=[CH:5][CH:4]=[CH:3][CH:2]=1.Cl.[NH2:26][C@H:27]([C:36]([NH2:38])=[O:37])[CH2:28][CH2:29][C:30]1[CH:35]=[CH:34][CH:33]=[CH:32][CH:31]=1.C(NC(C)C)(C)C. (4) Given the product [C:20]1(/[CH:19]=[CH:18]/[C:2]2[CH:3]=[C:4]3[CH2:10][C@@:9]4([CH:15]5[CH2:16][CH2:17][N:12]([CH2:13][CH2:14]5)[CH2:11]4)[O:8][C:5]3=[N:6][CH:7]=2)[CH:25]=[CH:24][CH:23]=[CH:22][CH:21]=1, predict the reactants needed to synthesize it. The reactants are: Br[C:2]1[CH:3]=[C:4]2[CH2:10][C@@:9]3([CH:15]4[CH2:16][CH2:17][N:12]([CH2:13][CH2:14]4)[CH2:11]3)[O:8][C:5]2=[N:6][CH:7]=1.[CH2:18]=[CH:19][C:20]1[CH:25]=[CH:24][CH:23]=[CH:22][CH:21]=1.C(N(CC)CC)C. (5) The reactants are: [F:1][C:2]1[CH:7]=[C:6]([F:8])[CH:5]=[CH:4][C:3]=1[CH:9]=[CH:10][C:11]([OH:13])=O.Cl.[CH3:15][NH:16][O:17][CH3:18].C1C=CC2N(O)N=NC=2C=1.CCN=C=NCCCN(C)C.C(N(C(C)C)CC)(C)C. Given the product [F:1][C:2]1[CH:7]=[C:6]([F:8])[CH:5]=[CH:4][C:3]=1[CH:9]=[CH:10][C:11]([N:16]([O:17][CH3:18])[CH3:15])=[O:13], predict the reactants needed to synthesize it. (6) The reactants are: [OH:1][CH2:2][CH:3]1[CH:8]([NH:9][C:10](=[O:12])[O-:11])[CH2:7][CH2:6][O:5][CH2:4]1.[Cl:13][C:14]1[CH:15]=[N:16][N:17]([C:19]2[CH:24]=[CH:23][C:22](O)=[C:21]([F:26])[CH:20]=2)[CH:18]=1.N(C(N1[CH2:44][CH2:43][CH2:42]CC1)=O)=NC(N1CCCCC1)=O.P(CCCC)(CCCC)[CH2:46]CCC. Given the product [Cl:13][C:14]1[CH:15]=[N:16][N:17]([C:19]2[CH:24]=[CH:23][C:22]([O:1][CH2:2][CH:3]3[CH:8]([NH:9][C:10](=[O:11])[O:12][C:43]([CH3:42])([CH3:44])[CH3:46])[CH2:7][CH2:6][O:5][CH2:4]3)=[C:21]([F:26])[CH:20]=2)[CH:18]=1, predict the reactants needed to synthesize it. (7) The reactants are: [CH3:1][O:2][C:3]1[CH:4]=[C:5]([CH:8]=[CH:9][CH:10]=1)[NH:6][CH3:7].[OH-].[Na+].[Br:13][C:14]1[S:18][C:17]([S:19](Cl)(=[O:21])=[O:20])=[CH:16][CH:15]=1.O. Given the product [Br:13][C:14]1[S:18][C:17]([S:19]([N:6]([C:5]2[CH:8]=[CH:9][CH:10]=[C:3]([O:2][CH3:1])[CH:4]=2)[CH3:7])(=[O:21])=[O:20])=[CH:16][CH:15]=1, predict the reactants needed to synthesize it. (8) Given the product [Br:8][C:9]1[CH:10]=[C:11]([CH:15]=[C:16]([Br:31])[C:17]=1[O:18][C:19]1[CH:24]=[C:23]([CH:25]([CH3:27])[CH3:26])[C:22]([OH:28])=[C:21]([I:30])[CH:20]=1)[C:12]([OH:14])=[O:13], predict the reactants needed to synthesize it. The reactants are: CSC.B(F)(F)F.[Br:8][C:9]1[CH:10]=[C:11]([CH:15]=[C:16]([Br:31])[C:17]=1[O:18][C:19]1[CH:24]=[C:23]([CH:25]([CH3:27])[CH3:26])[C:22]([O:28]C)=[C:21]([I:30])[CH:20]=1)[C:12]([OH:14])=[O:13].O. (9) Given the product [Br:16][C:5]1[O:1][C:2]([C:6]2[CH:11]=[CH:10][N:9]=[C:8]([C:12]([F:15])([F:13])[F:14])[CH:7]=2)=[CH:3][CH:4]=1, predict the reactants needed to synthesize it. The reactants are: [O:1]1[CH:5]=[CH:4][CH:3]=[C:2]1[C:6]1[CH:11]=[CH:10][N:9]=[C:8]([C:12]([F:15])([F:14])[F:13])[CH:7]=1.[Br:16]N1C(=O)CCC1=O.